This data is from Forward reaction prediction with 1.9M reactions from USPTO patents (1976-2016). The task is: Predict the product of the given reaction. (1) Given the reactants C1(P(C2C=CC=CC=2)C2C=CC=CC=2)C=CC=CC=1.C1([O-])C=CC=CC=1.[K+].[CH3:43][C:38]1([CH3:44])[C:39]([CH3:42])([CH3:41])[O:40][B:36]([B:36]2[O:40][C:39]([CH3:42])([CH3:41])[C:38]([CH3:44])([CH3:43])[O:37]2)[O:37]1.FC(S([C:53]1[CH2:60][CH2:59][CH2:58][CH2:57][CH2:56][CH2:55][CH:54]=1)(=O)=O)(F)F, predict the reaction product. The product is: [C:53]1([B:36]2[O:37][C:38]([CH3:43])([CH3:44])[C:39]([CH3:41])([CH3:42])[O:40]2)[CH2:60][CH2:59][CH2:58][CH2:57][CH2:56][CH2:55][CH:54]=1. (2) Given the reactants [C@@H:1]([N:5]1[C:13]2[CH:12]=[C:11]([Cl:14])[N:10]=[CH:9][C:8]=2[C:7](I)=[N:6]1)([CH2:3][CH3:4])[CH3:2].[NH:16]1[CH2:20][CH2:19][C@H:18]([OH:21])[CH2:17]1, predict the reaction product. The product is: [C@@H:1]([N:5]1[C:13]2[CH:12]=[C:11]([Cl:14])[N:10]=[CH:9][C:8]=2[C:7]([N:16]2[CH2:20][CH2:19][C@H:18]([OH:21])[CH2:17]2)=[N:6]1)([CH2:3][CH3:4])[CH3:2]. (3) Given the reactants [CH3:1][NH:2][CH2:3][C:4]1[CH:9]=[CH:8][CH:7]=[CH:6][CH:5]=1.[F:17][C:16]([F:19])([F:18])[C:15](O[C:15](=[O:20])[C:16]([F:19])([F:18])[F:17])=[O:20], predict the reaction product. The product is: [CH2:3]([N:2]([CH3:1])[C:15](=[O:20])[C:16]([F:17])([F:18])[F:19])[C:4]1[CH:9]=[CH:8][CH:7]=[CH:6][CH:5]=1. (4) The product is: [Cl:1][C:2]1[CH:7]=[CH:6][C:5]([C:8]2[CH:9]=[CH:10][N:11]=[CH:12][C:13]=2[CH:14]([OH:15])[CH:17]=[CH2:18])=[C:4]([F:16])[CH:3]=1. Given the reactants [Cl:1][C:2]1[CH:7]=[CH:6][C:5]([C:8]2[C:13]([CH:14]=[O:15])=[CH:12][N:11]=[CH:10][CH:9]=2)=[C:4]([F:16])[CH:3]=1.[CH:17]([Mg]Br)=[CH2:18], predict the reaction product. (5) Given the reactants [N+:1]([C:4]1[CH:23]=[CH:22][C:7]([CH2:8][N:9]2[CH2:14][CH2:13][N:12]([C:15]([O:17][C:18]([CH3:21])([CH3:20])[CH3:19])=[O:16])[CH2:11][CH2:10]2)=[CH:6][CH:5]=1)([O-])=O, predict the reaction product. The product is: [NH2:1][C:4]1[CH:5]=[CH:6][C:7]([CH2:8][N:9]2[CH2:14][CH2:13][N:12]([C:15]([O:17][C:18]([CH3:19])([CH3:21])[CH3:20])=[O:16])[CH2:11][CH2:10]2)=[CH:22][CH:23]=1. (6) The product is: [CH3:12][O:9][C@@H:4]1[C:3]([O:10][CH3:11])([O:2][CH3:1])[CH2:8][CH2:7][O:6][CH2:5]1. Given the reactants [CH3:1][O:2][C:3]1([O:10][CH3:11])[CH2:8][CH2:7][O:6][CH2:5][C@@H:4]1[OH:9].[CH3:12]C([O-])(C)C.[K+].S(OC)(OC)(=O)=O.O, predict the reaction product. (7) Given the reactants [CH3:1][O:2][C:3]1[CH:4]=[C:5]([CH:17]=[C:18]([O:20][CH3:21])[CH:19]=1)[CH2:6][C:7]1[C:15]2[C:14]([OH:16])=[CH:13][CH:12]=[CH:11][C:10]=2[CH2:9][CH:8]=1.Br[CH2:23][C:24]1[CH:33]=[CH:32][C:27]([C:28]([O:30][CH3:31])=[O:29])=[CH:26][CH:25]=1.C([O-])([O-])=O.[K+].[K+], predict the reaction product. The product is: [CH3:21][O:20][C:18]1[CH:17]=[C:5]([CH:4]=[C:3]([O:2][CH3:1])[CH:19]=1)/[CH:6]=[C:7]1\[CH2:8][CH2:9][C:10]2[C:15]\1=[C:14]([O:16][CH2:23][C:24]1[CH:33]=[CH:32][C:27]([C:28]([O:30][CH3:31])=[O:29])=[CH:26][CH:25]=1)[CH:13]=[CH:12][CH:11]=2.